Dataset: Catalyst prediction with 721,799 reactions and 888 catalyst types from USPTO. Task: Predict which catalyst facilitates the given reaction. (1) Reactant: N1(CC[N:10]2[CH2:15][CH2:14][CH:13]([NH:16][C:17]([C:19]3[NH:20][C:21]4[C:26]([CH:27]=3)=[C:25]([O:28][C:29]3[CH:34]=[CH:33][C:32]([CH3:35])=[CH:31][CH:30]=3)[CH:24]=[CH:23][CH:22]=4)=[O:18])[CH2:12][CH2:11]2)CCCCCC1.NC1CCN(CC2C=CC=CC=2)CC1.CN(C(ON1N=NC2C=CC=CC1=2)=[N+](C)C)C.[B-](F)(F)(F)F.C(N(C(C)C)C(C)C)C. Product: [NH:10]1[CH2:15][CH2:14][CH:13]([NH:16][C:17]([C:19]2[NH:20][C:21]3[C:26]([CH:27]=2)=[C:25]([O:28][C:29]2[CH:30]=[CH:31][C:32]([CH3:35])=[CH:33][CH:34]=2)[CH:24]=[CH:23][CH:22]=3)=[O:18])[CH2:12][CH2:11]1. The catalyst class is: 3. (2) Reactant: [CH3:1][C:2]1[CH:8]=[CH:7][CH:6]=[C:5]([N+:9]([O-])=O)[C:3]=1[NH2:4]. Product: [CH3:1][C:2]1[C:3]([NH2:4])=[C:5]([NH2:9])[CH:6]=[CH:7][CH:8]=1. The catalyst class is: 13. (3) Reactant: [OH:1][CH2:2][C:3]1[N:7]2[C:8]3[CH:40]=[CH:39][C:38]([Cl:41])=[CH:37][C:9]=3[C@@H:10]([C:27]3[CH:32]=[CH:31][CH:30]=[C:29]([O:33][CH3:34])[C:28]=3[O:35][CH3:36])[O:11][C@H:12]([CH2:13][CH2:14][C:15]([N:17]3[CH2:22][CH2:21][CH:20]([CH2:23][C:24]([OH:26])=[O:25])[CH2:19][CH2:18]3)=[O:16])[C:6]2=[CH:5][CH:4]=1.[CH2:42]=O.O.[C:45](=[O:48])(O)[O-].[Na+]. Product: [C:45]([O:1][CH2:2][C:3]1[N:7]2[C:8]3[CH:40]=[CH:39][C:38]([Cl:41])=[CH:37][C:9]=3[C@@H:10]([C:27]3[CH:32]=[CH:31][CH:30]=[C:29]([O:33][CH3:34])[C:28]=3[O:35][CH3:36])[O:11][C@H:12]([CH2:13][CH2:14][C:15]([N:17]3[CH2:22][CH2:21][CH:20]([CH2:23][C:24]([OH:26])=[O:25])[CH2:19][CH2:18]3)=[O:16])[C:6]2=[CH:5][CH:4]=1)(=[O:48])[CH3:42]. The catalyst class is: 671. (4) Reactant: [F:1][C:2]([F:23])([F:22])[C:3]1[CH2:4][O:5][C:6]2[CH:21]=[CH:20][C:19]3[C:14](=[CH:15][CH:16]=[CH:17][CH:18]=3)[C:7]=2[C:8]=1[C:9]([O:11]CC)=[O:10].[OH-].[Na+].Cl. Product: [F:23][C:2]([F:1])([F:22])[C:3]1[CH2:4][O:5][C:6]2[CH:21]=[CH:20][C:19]3[C:14](=[CH:15][CH:16]=[CH:17][CH:18]=3)[C:7]=2[C:8]=1[C:9]([OH:11])=[O:10]. The catalyst class is: 199. (5) Reactant: [NH2:1][C:2]1[CH:3]=[C:4]([CH:7]=[CH:8][C:9]=1[NH2:10])[C:5]#[N:6].[CH3:11][O:12][C:13]1[CH:18]=[CH:17][C:16]([C:19](=O)[C:20]([C:22]2[CH:27]=[CH:26][C:25]([O:28][CH3:29])=[CH:24][CH:23]=2)=O)=[CH:15][CH:14]=1. Product: [CH3:29][O:28][C:25]1[CH:24]=[CH:23][C:22]([C:20]2[C:19]([C:16]3[CH:15]=[CH:14][C:13]([O:12][CH3:11])=[CH:18][CH:17]=3)=[N:1][C:2]3[C:9](=[CH:8][CH:7]=[C:4]([C:5]#[N:6])[CH:3]=3)[N:10]=2)=[CH:27][CH:26]=1. The catalyst class is: 15.